From a dataset of Reaction yield outcomes from USPTO patents with 853,638 reactions. Predict the reaction yield, written as a fraction of the theoretical maximum amount of product (1.0 means a 100% yield; for example, 0.34 means a 34% yield). (1) The reactants are C([O:8][C@@H:9]1[CH2:13][N:12](C(OCC2C=CC=CC=2)=O)[C@H:11]([CH2:24][O:25]CC2C=CC=CC=2)[C@H:10]1[O:33][C@H:34]1[O:87][C@H:86]([CH2:88][O:89]CC2C=CC=CC=2)[C@@H:53]([O:54][C@@H:55]2[O:84][C@H:83]([CH3:85])[C@@H:74]([O:75]CC3C=CC=CC=3)[C@H:65]([O:66]CC3C=CC=CC=3)[C@H:56]2[O:57]CC2C=CC=CC=2)[C@H:44]([O:45]CC2C=CC=CC=2)[C@H:35]1[O:36]CC1C=CC=CC=1)C1C=CC=CC=1. The catalyst is CO.Cl.[OH-].[Pd+2].[OH-].[C]. The product is [C@@H:55]1([O:54][C@@H:53]2[C@@H:86]([CH2:88][OH:89])[O:87][C@H:34]([O:33][C@H:10]3[C@H:9]([OH:8])[CH2:13][NH:12][C@@H:11]3[CH2:24][OH:25])[C@H:35]([OH:36])[C@H:44]2[OH:45])[O:84][C@H:83]([CH3:85])[C@@H:74]([OH:75])[C@H:65]([OH:66])[C@H:56]1[OH:57]. The yield is 0.350. (2) The reactants are Br[C:2]1[CH:7]=[CH:6][N:5]=[C:4]2[N:8]([S:11]([C:14]3[CH:20]=[CH:19][C:17]([CH3:18])=[CH:16][CH:15]=3)(=[O:13])=[O:12])[CH:9]=[CH:10][C:3]=12.[B:21]1([B:21]2[O:25][C:24]([CH3:27])([CH3:26])[C:23]([CH3:29])([CH3:28])[O:22]2)[O:25][C:24]([CH3:27])([CH3:26])[C:23]([CH3:29])([CH3:28])[O:22]1.C([O-])(=O)C.[K+].[OH-].[Na+]. The catalyst is CN(C=O)C.C1C=CC(P(C2C=CC=CC=2)[C-]2C=CC=C2)=CC=1.C1C=CC(P(C2C=CC=CC=2)[C-]2C=CC=C2)=CC=1.Cl[Pd]Cl.[Fe+2]. The product is [CH3:28][C:23]1([CH3:29])[C:24]([CH3:27])([CH3:26])[O:25][B:21]([C:2]2[CH:7]=[CH:6][N:5]=[C:4]3[N:8]([S:11]([C:14]4[CH:20]=[CH:19][C:17]([CH3:18])=[CH:16][CH:15]=4)(=[O:13])=[O:12])[CH:9]=[CH:10][C:3]=23)[O:22]1. The yield is 0.430. (3) The reactants are [CH:1]1([CH3:11])[CH2:6][CH2:5][CH:4]([CH:7]([CH3:9])[CH3:8])[C:3](=[O:10])[CH2:2]1.[C:12]([OH:17])(=[O:16])[C@H:13]([CH3:15])O.CC1C=CC(S(O)(=O)=O)=CC=1. The catalyst is C1(C)C=CC=CC=1. The product is [CH:7]([C@@H:4]1[CH2:5][CH2:6][C@@H:1]([CH3:11])[CH2:2][C:3]21[O:17][C:12](=[O:16])[C@H:13]([CH3:15])[O:10]2)([CH3:8])[CH3:9]. The yield is 0.330.